Task: Regression. Given a peptide amino acid sequence and an MHC pseudo amino acid sequence, predict their binding affinity value. This is MHC class I binding data.. Dataset: Peptide-MHC class I binding affinity with 185,985 pairs from IEDB/IMGT (1) The peptide sequence is SALWMPDLF. The MHC is H-2-Db with pseudo-sequence H-2-Db. The binding affinity (normalized) is 0.259. (2) The peptide sequence is AMIKNLYFI. The MHC is H-2-Db with pseudo-sequence H-2-Db. The binding affinity (normalized) is 0.903. (3) The peptide sequence is RIKQIINMW. The MHC is HLA-B35:01 with pseudo-sequence HLA-B35:01. The binding affinity (normalized) is 0. (4) The peptide sequence is EMKTDAATL. The MHC is HLA-A01:01 with pseudo-sequence HLA-A01:01. The binding affinity (normalized) is 0. (5) The peptide sequence is LYIIKLVFLW. The MHC is Patr-A0901 with pseudo-sequence Patr-A0901. The binding affinity (normalized) is 0.0397. (6) The peptide sequence is ATPHSVWVF. The MHC is HLA-B39:01 with pseudo-sequence HLA-B39:01. The binding affinity (normalized) is 0.0847. (7) The peptide sequence is ATYTGVFDK. The MHC is HLA-B46:01 with pseudo-sequence HLA-B46:01. The binding affinity (normalized) is 0.0847. (8) The peptide sequence is SQMGLSCAL. The MHC is HLA-B40:01 with pseudo-sequence HLA-B40:01. The binding affinity (normalized) is 0.414.